Dataset: Catalyst prediction with 721,799 reactions and 888 catalyst types from USPTO. Task: Predict which catalyst facilitates the given reaction. (1) Reactant: [CH3:1][C:2]1([CH3:22])[O:6][C@@H:5]([C@@H:7]([OH:21])[C@@H:8]2[O:12][C:11]([CH3:14])([CH3:13])[O:10][C@@H:9]2[C@@H:15]([OH:20])[C:16]([F:19])([F:18])[F:17])[CH2:4][O:3]1.N1C(C)=CC=CC=1C.[Si:31](OS(C(F)(F)F)(=O)=O)([C:34]([CH3:37])([CH3:36])[CH3:35])([CH3:33])[CH3:32].CCOC(C)=O. Product: [Si:31]([O:21][C@H:7]([C@H:5]1[CH2:4][O:3][C:2]([CH3:22])([CH3:1])[O:6]1)[C@@H:8]1[O:12][C:11]([CH3:13])([CH3:14])[O:10][C@@H:9]1[C@@H:15]([OH:20])[C:16]([F:18])([F:17])[F:19])([C:34]([CH3:37])([CH3:36])[CH3:35])([CH3:33])[CH3:32]. The catalyst class is: 635. (2) Reactant: Cl[C:2]1[N:7]2[N:8]=[C:9]([C:23]3[CH:28]=[CH:27][C:26]([F:29])=[CH:25][CH:24]=3)[C:10]([C:11]3[CH:16]=[CH:15][N:14]=[C:13]([NH:17][CH:18]4[CH2:22][CH2:21][CH2:20][CH2:19]4)[N:12]=3)=[C:6]2[CH:5]=[CH:4][C:3]=1[C:30]([O:32][CH2:33][CH3:34])=[O:31].[CH3:35][Zn]C. Product: [CH:18]1([NH:17][C:13]2[N:12]=[C:11]([C:10]3[C:9]([C:23]4[CH:24]=[CH:25][C:26]([F:29])=[CH:27][CH:28]=4)=[N:8][N:7]4[C:2]([CH3:35])=[C:3]([C:30]([O:32][CH2:33][CH3:34])=[O:31])[CH:4]=[CH:5][C:6]=34)[CH:16]=[CH:15][N:14]=2)[CH2:19][CH2:20][CH2:21][CH2:22]1. The catalyst class is: 602. (3) Reactant: Cl.[Cl:2][C:3]1[CH:8]=[CH:7][C:6]([CH:9]([CH2:13][C:14]2[CH:19]=[CH:18][C:17]([Cl:20])=[CH:16][CH:15]=2)[CH:10]([NH2:12])[CH3:11])=[CH:5][CH:4]=1.[O:21]1[C:25]2[CH:26]=[CH:27][CH:28]=[CH:29][C:24]=2[CH:23]=[C:22]1[C:30](O)=[O:31].C1CN([P+](ON2N=NC3C=CC=CC2=3)(N2CCCC2)N2CCCC2)CC1.F[P-](F)(F)(F)(F)F.C(N(CC)CC)C. Product: [Cl:2][C:3]1[CH:8]=[CH:7][C:6]([CH:9]([CH2:13][C:14]2[CH:15]=[CH:16][C:17]([Cl:20])=[CH:18][CH:19]=2)[CH:10]([NH:12][C:30]([C:22]2[O:21][C:25]3[CH:26]=[CH:27][CH:28]=[CH:29][C:24]=3[CH:23]=2)=[O:31])[CH3:11])=[CH:5][CH:4]=1. The catalyst class is: 2. (4) Reactant: [CH3:1][C:2]1[CH:3]=[C:4]([CH:35]=[C:36]([CH3:38])[CH:37]=1)[C:5]([N:7]([C@H:28]([CH2:33][CH3:34])[C:29]([CH3:32])([CH3:31])[CH3:30])[NH:8][C:9](=[O:27])[C:10]1[CH:15]=[CH:14][C:13]([CH:16]=O)=[C:12]([B:18]2OC(C)(C)C(C)(C)[O:19]2)[CH:11]=1)=[O:6].[CH3:39][NH:40][NH2:41].C(Cl)Cl. Product: [CH3:1][C:2]1[CH:3]=[C:4]([CH:35]=[C:36]([CH3:38])[CH:37]=1)[C:5]([N:7]([C@H:28]([CH2:33][CH3:34])[C:29]([CH3:32])([CH3:31])[CH3:30])[NH:8][C:9]([C:10]1[CH:15]=[CH:14][C:13]2[CH:16]=[N:41][N:40]([CH3:39])[B:18]([OH:19])[C:12]=2[CH:11]=1)=[O:27])=[O:6]. The catalyst class is: 14. (5) Reactant: [Cl:1][C:2]1[CH:11]=[C:10]([C:12](=O)[CH3:13])[C:9]([N:15]2[CH2:20][CH2:19][CH2:18][CH:17]([F:21])[CH2:16]2)=[C:8]2[C:3]=1[CH:4]=[CH:5][CH:6]=[N:7]2.C([O-])(=O)C.[NH4+].C([BH3-])#[N:28].[Na+].O1CCCC1. Product: [Cl:1][C:2]1[CH:11]=[C:10]([CH:12]([NH2:28])[CH3:13])[C:9]([N:15]2[CH2:20][CH2:19][CH2:18][CH:17]([F:21])[CH2:16]2)=[C:8]2[C:3]=1[CH:4]=[CH:5][CH:6]=[N:7]2. The catalyst class is: 449. (6) Reactant: [N:1]1[C:6]2[CH2:7][CH2:8][C:9]3[CH:15]=[CH:14][CH:13]=[CH:12][C:10]=3[NH:11][C:5]=2[CH:4]=[CH:3][CH:2]=1.[C:16](#[N:19])[CH:17]=[CH2:18]. Product: [N:1]1[C:6]2[CH2:7][CH2:8][C:9]3[CH:15]=[CH:14][CH:13]=[CH:12][C:10]=3[N:11]([CH2:18][CH2:17][C:16]#[N:19])[C:5]=2[CH:4]=[CH:3][CH:2]=1. The catalyst class is: 11.